This data is from Acute oral toxicity (LD50) regression data from Zhu et al.. The task is: Regression/Classification. Given a drug SMILES string, predict its toxicity properties. Task type varies by dataset: regression for continuous values (e.g., LD50, hERG inhibition percentage) or binary classification for toxic/non-toxic outcomes (e.g., AMES mutagenicity, cardiotoxicity, hepatotoxicity). Dataset: ld50_zhu. (1) The molecule is Cc1ccc2[nH]c(C(F)(F)F)nc2c1[N+](=O)[O-]. The rat oral LD50 is 4.50, given as -log10 of the dose in mol/kg body weight (higher means more acutely toxic). (2) The molecule is CC1CCC2(NC1)OC1CC3C4CC=C5CC(O)CCC5(C)C4CCC3(C)C1C2C. The rat oral LD50 is 1.92, given as -log10 of the dose in mol/kg body weight (higher means more acutely toxic). (3) The molecule is Clc1cccc(SCc2nnn[nH]2)c1. The rat oral LD50 is 2.01, given as -log10 of the dose in mol/kg body weight (higher means more acutely toxic). (4) The compound is CCOP(=S)(OCC)Oc1ccc(Cl)c([N+](=O)[O-])c1. The rat oral LD50 is 3.51, given as -log10 of the dose in mol/kg body weight (higher means more acutely toxic). (5) The compound is CC(Cc1ccccc1)NN. The rat oral LD50 is 3.65, given as -log10 of the dose in mol/kg body weight (higher means more acutely toxic). (6) The molecule is CCN1CN1CC. The rat oral LD50 is 1.40, given as -log10 of the dose in mol/kg body weight (higher means more acutely toxic). (7) The molecule is CC1=CCC(C(C)C)=CC1. The rat oral LD50 is 1.57, given as -log10 of the dose in mol/kg body weight (higher means more acutely toxic). (8) The compound is CN(C)CC(=O)NN=Cc1c(Cl)nc2sccn12. The rat oral LD50 is 2.28, given as -log10 of the dose in mol/kg body weight (higher means more acutely toxic).